This data is from NCI-60 drug combinations with 297,098 pairs across 59 cell lines. The task is: Regression. Given two drug SMILES strings and cell line genomic features, predict the synergy score measuring deviation from expected non-interaction effect. (1) Drug 1: C1CC(=O)NC(=O)C1N2CC3=C(C2=O)C=CC=C3N. Drug 2: C(CN)CNCCSP(=O)(O)O. Cell line: MOLT-4. Synergy scores: CSS=-10.6, Synergy_ZIP=1.51, Synergy_Bliss=-2.46, Synergy_Loewe=-12.0, Synergy_HSA=-8.27. (2) Drug 1: C1=CC(=CC=C1CCC2=CNC3=C2C(=O)NC(=N3)N)C(=O)NC(CCC(=O)O)C(=O)O. Drug 2: CC12CCC3C(C1CCC2O)C(CC4=C3C=CC(=C4)O)CCCCCCCCCS(=O)CCCC(C(F)(F)F)(F)F. Cell line: NCI-H522. Synergy scores: CSS=32.6, Synergy_ZIP=-4.03, Synergy_Bliss=-4.24, Synergy_Loewe=-12.2, Synergy_HSA=-3.00. (3) Drug 1: C1CCC(C(C1)N)N.C(=O)(C(=O)[O-])[O-].[Pt+4]. Drug 2: COCCOC1=C(C=C2C(=C1)C(=NC=N2)NC3=CC=CC(=C3)C#C)OCCOC.Cl. Cell line: K-562. Synergy scores: CSS=18.7, Synergy_ZIP=-8.43, Synergy_Bliss=-4.19, Synergy_Loewe=-8.84, Synergy_HSA=-8.76. (4) Drug 1: C1CN1C2=NC(=NC(=N2)N3CC3)N4CC4. Drug 2: CC1C(C(CC(O1)OC2CC(OC(C2O)C)OC3=CC4=CC5=C(C(=O)C(C(C5)C(C(=O)C(C(C)O)O)OC)OC6CC(C(C(O6)C)O)OC7CC(C(C(O7)C)O)OC8CC(C(C(O8)C)O)(C)O)C(=C4C(=C3C)O)O)O)O. Cell line: BT-549. Synergy scores: CSS=64.5, Synergy_ZIP=1.19, Synergy_Bliss=0.988, Synergy_Loewe=0.362, Synergy_HSA=0.976. (5) Drug 1: CC1C(C(=O)NC(C(=O)N2CCCC2C(=O)N(CC(=O)N(C(C(=O)O1)C(C)C)C)C)C(C)C)NC(=O)C3=C4C(=C(C=C3)C)OC5=C(C(=O)C(=C(C5=N4)C(=O)NC6C(OC(=O)C(N(C(=O)CN(C(=O)C7CCCN7C(=O)C(NC6=O)C(C)C)C)C)C(C)C)C)N)C. Drug 2: CS(=O)(=O)CCNCC1=CC=C(O1)C2=CC3=C(C=C2)N=CN=C3NC4=CC(=C(C=C4)OCC5=CC(=CC=C5)F)Cl. Cell line: UACC62. Synergy scores: CSS=13.7, Synergy_ZIP=7.49, Synergy_Bliss=11.7, Synergy_Loewe=-2.32, Synergy_HSA=5.54. (6) Drug 1: C1=NC2=C(N1)C(=S)N=C(N2)N. Drug 2: C1=CC(=CC=C1C#N)C(C2=CC=C(C=C2)C#N)N3C=NC=N3. Cell line: SW-620. Synergy scores: CSS=19.3, Synergy_ZIP=-0.104, Synergy_Bliss=5.62, Synergy_Loewe=-1.51, Synergy_HSA=4.78.